From a dataset of Forward reaction prediction with 1.9M reactions from USPTO patents (1976-2016). Predict the product of the given reaction. (1) Given the reactants [H-].[Al+3].[Li+].[H-].[H-].[H-].[CH2:7]([N:14]1[CH2:19][CH:18]2[CH:16]([CH:17]2[CH:20]=[N:21]O)[CH2:15]1)[C:8]1[CH:13]=[CH:12][CH:11]=[CH:10][CH:9]=1.O.[Cl-].[NH4+], predict the reaction product. The product is: [CH2:7]([N:14]1[CH2:19][CH:18]2[CH:16]([CH:17]2[CH2:20][NH2:21])[CH2:15]1)[C:8]1[CH:9]=[CH:10][CH:11]=[CH:12][CH:13]=1. (2) The product is: [F:1][C:2]1[CH:7]=[CH:6][C:5]([C:8]2[N:9]=[C:10]([CH3:27])[N:11]([CH:13]3[CH2:18][CH2:17][N:16]([C:19]([O:21][C:22]([CH3:25])([CH3:24])[CH3:23])=[O:20])[CH2:15][CH2:14]3)[CH:12]=2)=[CH:4][CH:3]=1. Given the reactants [F:1][C:2]1[CH:7]=[CH:6][C:5]([C:8]2[N:9]=[CH:10][N:11]([CH:13]3[CH2:18][CH2:17][N:16]([C:19]([O:21][C:22]([CH3:25])([CH3:24])[CH3:23])=[O:20])[CH2:15][CH2:14]3)[CH:12]=2)=[CH:4][CH:3]=1.F[C:27]1C=CC(C2N=C(C)NC=2)=CC=1, predict the reaction product. (3) Given the reactants [O:1]=[C:2]1[NH:10][C:5]2=[N:6][CH:7]=[CH:8][CH:9]=[C:4]2[N:3]1[CH:11]1[CH2:16][CH2:15][N:14]([C:17]2[N:22]=[CH:21][N:20]=[C:19]([C:23]([OH:25])=O)[CH:18]=2)[CH2:13][CH2:12]1.[CH3:26][C:27]1([CH3:36])[C:35]2[C:30](=[CH:31][CH:32]=[CH:33][CH:34]=2)[NH:29][CH2:28]1.CN(C(ON1N=NC2C=CC=CC1=2)=[N+](C)C)C.[B-](F)(F)(F)F.C(N(CC)CC)C, predict the reaction product. The product is: [CH3:26][C:27]1([CH3:36])[C:35]2[C:30](=[CH:31][CH:32]=[CH:33][CH:34]=2)[N:29]([C:23]([C:19]2[N:20]=[CH:21][N:22]=[C:17]([N:14]3[CH2:13][CH2:12][CH:11]([N:3]4[C:4]5[C:5](=[N:6][CH:7]=[CH:8][CH:9]=5)[NH:10][C:2]4=[O:1])[CH2:16][CH2:15]3)[CH:18]=2)=[O:25])[CH2:28]1. (4) Given the reactants [C:1]([O:6][CH3:7])(=[O:5])[C:2]([CH3:4])=[CH2:3].CC(C)([O-])C.[K+].[Cl:14][C:15]1[CH:20]=[CH:19][C:18]([C:21](=[O:30])[CH2:22][C:23]2[CH:28]=[CH:27][CH:26]=[C:25]([Cl:29])[CH:24]=2)=[CH:17][C:16]=1[F:31], predict the reaction product. The product is: [Cl:14][C:15]1[CH:20]=[CH:19][C:18]([C:21](=[O:30])[CH:22]([C:23]2[CH:28]=[CH:27][CH:26]=[C:25]([Cl:29])[CH:24]=2)[CH2:3][CH:2]([CH3:4])[C:1]([O:6][CH3:7])=[O:5])=[CH:17][C:16]=1[F:31]. (5) Given the reactants [C:1]([O:5][C:6](=[O:41])[CH2:7][CH2:8][S:9][CH2:10][C:11]1[CH:12]=[C:13]([CH:38]=[CH:39][CH:40]=1)[C:14]([NH:16][C:17]1[CH:22]=[CH:21][C:20]([N:23]2[CH2:28][CH2:27][CH2:26][CH2:25][CH2:24]2)=[CH:19][C:18]=1[C:29]1[CH:30]=[C:31]([CH:35]=[CH:36][N:37]=1)[C:32]([OH:34])=O)=[O:15])([CH3:4])([CH3:3])[CH3:2].[F:42][C:43]([F:53])([F:52])[C:44]1[CH:45]=[C:46]([CH:49]=[CH:50][CH:51]=1)[CH2:47][NH2:48].CCN=C=NCCCN(C)C.Cl, predict the reaction product. The product is: [F:42][C:43]([F:52])([F:53])[C:44]1[CH:45]=[C:46]([CH:49]=[CH:50][CH:51]=1)[CH2:47][NH:48][C:32]([C:31]1[CH:35]=[CH:36][N:37]=[C:29]([C:18]2[CH:19]=[C:20]([N:23]3[CH2:28][CH2:27][CH2:26][CH2:25][CH2:24]3)[CH:21]=[CH:22][C:17]=2[NH:16][C:14]([C:13]2[CH:12]=[C:11]([CH:40]=[CH:39][CH:38]=2)[CH2:10][S:9][CH2:8][CH2:7][C:6]([O:5][C:1]([CH3:4])([CH3:3])[CH3:2])=[O:41])=[O:15])[CH:30]=1)=[O:34]. (6) The product is: [Cl:13][C:5]1[C:4]2[C:9](=[CH:10][CH:11]=[C:2]([NH:18][CH2:17][C:16]3[CH:19]=[C:20]([F:23])[CH:21]=[CH:22][C:15]=3[F:14])[CH:3]=2)[C:8](=[O:12])[NH:7][N:6]=1. Given the reactants Br[C:2]1[CH:3]=[C:4]2[C:9](=[CH:10][CH:11]=1)[C:8](=[O:12])[NH:7][N:6]=[C:5]2[Cl:13].[F:14][C:15]1[CH:22]=[CH:21][C:20]([F:23])=[CH:19][C:16]=1[CH2:17][NH2:18].C1C=CC(P(C2C(C3C(P(C4C=CC=CC=4)C4C=CC=CC=4)=CC=C4C=3C=CC=C4)=C3C(C=CC=C3)=CC=2)C2C=CC=CC=2)=CC=1.CC([O-])(C)C.[Na+], predict the reaction product.